This data is from Forward reaction prediction with 1.9M reactions from USPTO patents (1976-2016). The task is: Predict the product of the given reaction. Given the reactants [N:1]([C:4]1[S:8][C:7]2[CH2:9][CH2:10][CH2:11][CH2:12][C:6]=2[C:5]=1[C:13]([O:15]CC)=O)=[C:2]=[S:3].[CH3:18][C:19]1[N:23]([CH2:24][CH2:25][CH2:26][NH2:27])[CH:22]=[N:21][CH:20]=1, predict the reaction product. The product is: [CH3:18][C:19]1[N:23]([CH2:24][CH2:25][CH2:26][N:27]2[C:13](=[O:15])[C:5]3[C:6]4[CH2:12][CH2:11][CH2:10][CH2:9][C:7]=4[S:8][C:4]=3[NH:1][C:2]2=[S:3])[CH:22]=[N:21][CH:20]=1.